This data is from Full USPTO retrosynthesis dataset with 1.9M reactions from patents (1976-2016). The task is: Predict the reactants needed to synthesize the given product. (1) Given the product [CH2:14]([O:16][CH:17]=[CH:18][C:19]([NH:11][C:10]1[CH:12]=[CH:13][C:7]([N:3]2[CH:4]=[CH:5][N:6]=[C:2]2[CH3:1])=[CH:8][CH:9]=1)=[O:20])[CH3:15], predict the reactants needed to synthesize it. The reactants are: [CH3:1][C:2]1[N:3]([C:7]2[CH:13]=[CH:12][C:10]([NH2:11])=[CH:9][CH:8]=2)[CH:4]=[CH:5][N:6]=1.[CH2:14]([O:16][CH:17]=[CH:18][C:19](Cl)=[O:20])[CH3:15]. (2) Given the product [ClH:1].[C:12]([C:9]1[CH:10]=[C:11]2[C:6](=[CH:7][C:8]=1[O:14][CH2:15][CH2:16][CH2:17][N:18]1[CH2:22][CH2:21][CH2:20][CH2:19]1)[N:5]=[CH:4][CH:3]=[C:2]2[NH:23][C:24]1[CH:25]=[C:26]2[C:30](=[CH:31][CH:32]=1)[NH:29][C:28]([CH3:33])=[CH:27]2)#[N:13], predict the reactants needed to synthesize it. The reactants are: [Cl:1][C:2]1[C:11]2[C:6](=[CH:7][C:8]([O:14][CH2:15][CH2:16][CH2:17][N:18]3[CH2:22][CH2:21][CH2:20][CH2:19]3)=[C:9]([C:12]#[N:13])[CH:10]=2)[N:5]=[CH:4][CH:3]=1.[NH2:23][C:24]1[CH:25]=[C:26]2[C:30](=[CH:31][CH:32]=1)[NH:29][C:28]([CH3:33])=[CH:27]2.